From a dataset of Forward reaction prediction with 1.9M reactions from USPTO patents (1976-2016). Predict the product of the given reaction. Given the reactants Br[C:2]1[C:6]2=[N:7][CH:8]=[CH:9][CH:10]=[C:5]2[S:4][CH:3]=1.[CH3:11]B(O)O.COCCOC.O.CCO.O, predict the reaction product. The product is: [CH3:11][C:2]1[C:6]2=[N:7][CH:8]=[CH:9][CH:10]=[C:5]2[S:4][CH:3]=1.